From a dataset of Full USPTO retrosynthesis dataset with 1.9M reactions from patents (1976-2016). Predict the reactants needed to synthesize the given product. (1) The reactants are: N1CCCC1.[F:6][C:7]1[C:8]([OH:16])=[C:9]([C:13](=[O:15])[CH3:14])[CH:10]=[CH:11][CH:12]=1.[O:17]1[CH2:22][CH2:21][C:20](=O)[CH2:19][CH2:18]1.Cl. Given the product [F:6][C:7]1[CH:12]=[CH:11][CH:10]=[C:9]2[C:8]=1[O:16][C:20]1([CH2:21][CH2:22][O:17][CH2:18][CH2:19]1)[CH2:14][C:13]2=[O:15], predict the reactants needed to synthesize it. (2) Given the product [O:3]1[C:8]2=[CH:9][CH:10]=[CH:11][C:7]2=[CH:6][C:5]([CH:12]2[CH2:17][CH2:16][CH2:15][CH2:14][N:13]2[CH2:18][CH2:19][C@H:20]2[CH2:21][CH2:22][C@H:23]([NH:26][C:30](=[O:31])[CH2:29][CH:28]([CH3:33])[CH3:27])[CH2:24][CH2:25]2)=[CH:4]1, predict the reactants needed to synthesize it. The reactants are: Cl.Cl.[O:3]1[C:8]2=[CH:9][CH:10]=[CH:11][C:7]2=[CH:6][C:5]([CH:12]2[CH2:17][CH2:16][CH2:15][CH2:14][N:13]2[CH2:18][CH2:19][C@H:20]2[CH2:25][CH2:24][C@H:23]([NH2:26])[CH2:22][CH2:21]2)=[CH:4]1.[CH3:27][CH:28]([CH3:33])[CH2:29][C:30](O)=[O:31].